Dataset: Forward reaction prediction with 1.9M reactions from USPTO patents (1976-2016). Task: Predict the product of the given reaction. (1) Given the reactants [F:1][C:2]([F:31])([F:30])[C:3]1[CH:8]=[CH:7][C:6]([S:9]([O:12][C:13]2[CH:18]=[CH:17][CH:16]=[CH:15][C:14]=2[CH:19]2[CH2:21][CH:20]2[NH:22][C:23](OC(C)(C)C)=[O:24])(=[O:11])=[O:10])=[CH:5][CH:4]=1.FC(F)(F)C(O)=O.C(N(CC)CC)C.[CH2:46]1[O:50][C:49]2[CH:51]=[C:52]([CH2:55]C(O)=O)[CH:53]=[CH:54][C:48]=2[O:47]1.C(N=C=NCCCN(C)C)C, predict the reaction product. The product is: [F:31][C:2]([F:1])([F:30])[C:3]1[CH:8]=[CH:7][C:6]([S:9]([O:12][C:13]2[CH:18]=[CH:17][CH:16]=[CH:15][C:14]=2[C@H:19]2[CH2:21][C@@H:20]2[NH:22][C:23](=[O:24])[CH2:55][C:52]2[CH:53]=[CH:54][C:48]3[O:47][CH2:46][O:50][C:49]=3[CH:51]=2)(=[O:10])=[O:11])=[CH:5][CH:4]=1. (2) Given the reactants [N:1]1[CH:6]=[C:5]([C:7]2[CH:14]=[CH:13][C:10]([CH:11]=[O:12])=[CH:9][CH:8]=2)[CH:4]=[N:3][CH:2]=1.[BH4-].[Na+], predict the reaction product. The product is: [N:1]1[CH:6]=[C:5]([C:7]2[CH:8]=[CH:9][C:10]([CH2:11][OH:12])=[CH:13][CH:14]=2)[CH:4]=[N:3][CH:2]=1. (3) Given the reactants [CH3:1][O:2][C:3]1[C:4]([NH:14][C:15](=[O:19])OCC)=[N:5][C:6]2[C:11]([N:12]=1)=[CH:10][C:9]([CH3:13])=[CH:8][CH:7]=2.[F:20][C:21]1[CH:26]=[CH:25][C:24]([N:27]2[CH2:32][CH2:31][NH:30][CH2:29][CH2:28]2)=[CH:23][CH:22]=1, predict the reaction product. The product is: [CH3:1][O:2][C:3]1[C:4]([NH:14][C:15]([N:30]2[CH2:29][CH2:28][N:27]([C:24]3[CH:23]=[CH:22][C:21]([F:20])=[CH:26][CH:25]=3)[CH2:32][CH2:31]2)=[O:19])=[N:5][C:6]2[C:11]([N:12]=1)=[CH:10][C:9]([CH3:13])=[CH:8][CH:7]=2. (4) The product is: [CH3:1][C:2]1[CH:3]=[C:4]([C:16]2[CH:21]=[CH:20][CH:19]=[CH:18][CH:17]=2)[C:5]([OH:14])=[C:6]([C:8]2[CH:13]=[CH:12][CH:11]=[CH:10][CH:9]=2)[CH:7]=1. Given the reactants [CH3:1][C:2]1[CH:7]=[C:6]([C:8]2[CH:13]=[CH:12][CH:11]=[CH:10][CH:9]=2)[C:5]([O:14]C)=[C:4]([C:16]2[CH:21]=[CH:20][CH:19]=[CH:18][CH:17]=2)[CH:3]=1.O.C(OCC)C, predict the reaction product.